This data is from Forward reaction prediction with 1.9M reactions from USPTO patents (1976-2016). The task is: Predict the product of the given reaction. Given the reactants COC(C1C=C(O)C2C(=C(OC)C=C(Br)C=2)N=1)=O.C[O:20][C:21]([C:23]1[CH:32]=[C:31]([C:33]2[CH:38]=[CH:37][CH:36]=[CH:35][CH:34]=2)[C:30]2[C:25](=[C:26]([O:39]C)[CH:27]=[CH:28][CH:29]=2)[N:24]=1)=[O:22], predict the reaction product. The product is: [OH:39][C:26]1[CH:27]=[CH:28][CH:29]=[C:30]2[C:25]=1[N:24]=[C:23]([C:21]([OH:22])=[O:20])[CH:32]=[C:31]2[C:33]1[CH:38]=[CH:37][CH:36]=[CH:35][CH:34]=1.